From a dataset of Forward reaction prediction with 1.9M reactions from USPTO patents (1976-2016). Predict the product of the given reaction. (1) The product is: [CH2:27]([NH:29][C:24]([C@H:21]1[CH2:22][CH2:23][C@H:18]([NH:17][C:12]2[N:11]=[C:10]([N:1]3[C:5]4[CH:6]=[CH:7][CH:8]=[CH:9][C:4]=4[N:3]=[N:2]3)[C:15]([Cl:16])=[CH:14][N:13]=2)[CH2:19][CH2:20]1)=[O:26])[CH3:28]. Given the reactants [N:1]1([C:10]2[C:15]([Cl:16])=[CH:14][N:13]=[C:12]([NH:17][C@H:18]3[CH2:23][CH2:22][C@H:21]([C:24]([OH:26])=O)[CH2:20][CH2:19]3)[N:11]=2)[C:5]2[CH:6]=[CH:7][CH:8]=[CH:9][C:4]=2[N:3]=[N:2]1.[CH2:27]([NH2:29])[CH3:28].F[P-](F)(F)(F)(F)F.N1(O[P+](N(C)C)(N(C)C)N(C)C)C2C=CC=CC=2N=N1.CCN(C(C)C)C(C)C, predict the reaction product. (2) The product is: [CH2:16]([N:8]([CH2:9][C:10]1[CH:11]=[CH:12][CH:13]=[CH:14][CH:15]=1)[C:7]1[N:6]=[CH:5][N:4]=[C:3]2[C:2]=1[NH:1][C:36](=[O:37])[N:23]2[CH:24]1[CH2:28][CH2:27][N:26]([C:29]([O:31][C:32]([CH3:35])([CH3:34])[CH3:33])=[O:30])[CH2:25]1)[C:17]1[CH:22]=[CH:21][CH:20]=[CH:19][CH:18]=1. Given the reactants [NH2:1][C:2]1[C:3]([NH:23][CH:24]2[CH2:28][CH2:27][N:26]([C:29]([O:31][C:32]([CH3:35])([CH3:34])[CH3:33])=[O:30])[CH2:25]2)=[N:4][CH:5]=[N:6][C:7]=1[N:8]([CH2:16][C:17]1[CH:22]=[CH:21][CH:20]=[CH:19][CH:18]=1)[CH2:9][C:10]1[CH:15]=[CH:14][CH:13]=[CH:12][CH:11]=1.[C:36](N1C=CN=C1)(N1C=CN=C1)=[O:37].CCN(C(C)C)C(C)C, predict the reaction product. (3) The product is: [CH3:1][O:2][C:3](=[O:4])[CH2:5][CH:6]1[CH2:15][C:14]2[C:9](=[CH:10][C:11]([C:16](=[O:18])[NH:53][CH2:52][CH2:51][CH2:50][NH:49][C:48]([O:47][C:43]([CH3:46])([CH3:45])[CH3:44])=[O:54])=[CH:12][CH:13]=2)[NH:8][C:7]1=[O:19]. Given the reactants [CH3:1][O:2][C:3]([CH2:5][CH:6]1[CH2:15][C:14]2[C:9](=[CH:10][C:11]([C:16]([OH:18])=O)=[CH:12][CH:13]=2)[NH:8][C:7]1=[O:19])=[O:4].O.ON1C2C=CC=CC=2N=N1.Cl.CN(C)CCCN=C=NCC.[C:43]([O:47][C:48](=[O:54])[NH:49][CH2:50][CH2:51][CH2:52][NH2:53])([CH3:46])([CH3:45])[CH3:44], predict the reaction product. (4) Given the reactants Cl.[C:2]1([S:8]([C:11]2[CH:12]=[C:13]3[C:17](=[CH:18][CH:19]=2)[N:16]([CH:20]2[CH2:25][CH2:24][NH:23][CH2:22][CH2:21]2)[CH2:15][CH2:14]3)(=[O:10])=[O:9])[CH:7]=[CH:6][CH:5]=[CH:4][CH:3]=1, predict the reaction product. The product is: [C:2]1([S:8]([C:11]2[CH:12]=[C:13]3[C:17](=[CH:18][CH:19]=2)[N:16]([CH:20]2[CH2:25][CH2:24][NH:23][CH2:22][CH2:21]2)[CH2:15][CH2:14]3)(=[O:10])=[O:9])[CH:3]=[CH:4][CH:5]=[CH:6][CH:7]=1. (5) Given the reactants [O:1]1[CH2:6][CH2:5][N:4]([C:7]2[CH:13]=[CH:12][C:10]([NH2:11])=[CH:9][CH:8]=2)[CH2:3][CH2:2]1.[CH3:14][C:15]1[NH:16][N:17]([C:21]2[CH:38]=[CH:37][C:24]3[NH:25][C:26]([C:28]4[CH:36]=[CH:35][C:31]([C:32]([O-])=[O:33])=[CH:30][CH:29]=4)=[N:27][C:23]=3[CH:22]=2)[C:18](=[O:20])[CH:19]=1, predict the reaction product. The product is: [CH3:14][C:15]1[NH:16][N:17]([C:21]2[CH:38]=[CH:37][C:24]3[NH:25][C:26]([C:28]4[CH:36]=[CH:35][C:31]([C:32]([NH:11][C:10]5[CH:12]=[CH:13][C:7]([N:4]6[CH2:3][CH2:2][O:1][CH2:6][CH2:5]6)=[CH:8][CH:9]=5)=[O:33])=[CH:30][CH:29]=4)=[N:27][C:23]=3[CH:22]=2)[C:18](=[O:20])[CH:19]=1. (6) Given the reactants C(OC([NH:8][CH:9]1[CH2:14][CH2:13][N:12]([C:15]([O:17][C:18]2[CH:19]=[N:20][CH:21]=[CH:22][CH:23]=2)=[O:16])[CH2:11][CH2:10]1)=O)(C)(C)C.[ClH:24].CCOC(C)=O, predict the reaction product. The product is: [ClH:24].[ClH:24].[NH2:8][CH:9]1[CH2:10][CH2:11][N:12]([C:15]([O:17][C:18]2[CH:19]=[N:20][CH:21]=[CH:22][CH:23]=2)=[O:16])[CH2:13][CH2:14]1. (7) Given the reactants [CH2:1]([O:3][C:4](=[O:22])[C:5]1[CH:10]=[CH:9][CH:8]=[C:7]([C:11]2[C:20]3[C:15](=[CH:16][CH:17]=[C:18](Br)[CH:19]=3)[N:14]=[CH:13][N:12]=2)[CH:6]=1)[CH3:2].[CH3:23][O:24][C:25]1[CH:30]=[CH:29][C:28](B(O)O)=[CH:27][N:26]=1.COCCOC.C([O-])([O-])=O.[Na+].[Na+], predict the reaction product. The product is: [CH2:1]([O:3][C:4](=[O:22])[C:5]1[CH:10]=[CH:9][CH:8]=[C:7]([C:11]2[C:20]3[C:15](=[CH:16][CH:17]=[C:18]([C:28]4[CH:27]=[N:26][C:25]([O:24][CH3:23])=[CH:30][CH:29]=4)[CH:19]=3)[N:14]=[CH:13][N:12]=2)[CH:6]=1)[CH3:2]. (8) Given the reactants [BH4-].[Na+].[F:3][C:4]1[C:5]([C:10]2[CH2:15][CH2:14][CH2:13][C:12](=[O:16])[CH:11]=2)=[N:6][CH:7]=[CH:8][N:9]=1.[Cl-].[NH4+], predict the reaction product. The product is: [F:3][C:4]1[C:5]([C@@H:10]2[CH2:15][CH2:14][CH2:13][C@H:12]([OH:16])[CH2:11]2)=[N:6][CH:7]=[CH:8][N:9]=1.[F:3][C:4]1[C:5]([C@H:10]2[CH2:15][CH2:14][CH2:13][C@H:12]([OH:16])[CH2:11]2)=[N:6][CH:7]=[CH:8][N:9]=1. (9) Given the reactants C(O)C.[CH3:4][S:5][C:6]1[C:7]2[N:8]([CH:14]=[CH:15][N:16]=2)[CH:9]=[C:10]([C:12]#[N:13])[N:11]=1.C1C(=O)N([Br:24])C(=O)C1.O.C(=O)(O)[O-].[Na+], predict the reaction product. The product is: [Br:24][C:14]1[N:8]2[CH:9]=[C:10]([C:12]#[N:13])[N:11]=[C:6]([S:5][CH3:4])[C:7]2=[N:16][CH:15]=1. (10) The product is: [CH2:1]([C:8]1[N:9]=[N:10][C:11]2[C:16]([C:17]=1[C:28]1[CH:29]=[C:24]([OH:23])[CH:25]=[CH:26][CH:27]=1)=[CH:15][CH:14]=[CH:13][C:12]=2[C:19]([F:22])([F:21])[F:20])[C:2]1[CH:7]=[CH:6][CH:5]=[CH:4][CH:3]=1. Given the reactants [CH2:1]([C:8]1[N:9]=[N:10][C:11]2[C:16]([C:17]=1Br)=[CH:15][CH:14]=[CH:13][C:12]=2[C:19]([F:22])([F:21])[F:20])[C:2]1[CH:7]=[CH:6][CH:5]=[CH:4][CH:3]=1.[OH:23][C:24]1[CH:25]=[C:26](B(O)O)[CH:27]=[CH:28][CH:29]=1.[O-]P([O-])([O-])=O.[K+].[K+].[K+].O, predict the reaction product.